Dataset: Catalyst prediction with 721,799 reactions and 888 catalyst types from USPTO. Task: Predict which catalyst facilitates the given reaction. (1) Product: [Cl:1][C:2]1[CH:3]=[C:4]2[C:8](=[CH:9][CH:10]=1)[NH:7][C:6](=[O:11])[CH:5]2[C:12]1[CH:17]=[CH:16][C:15]([O:18][CH3:19])=[CH:14][CH:13]=1. Reactant: [Cl:1][C:2]1[CH:3]=[C:4]2[C:8](=[CH:9][CH:10]=1)[NH:7][C:6](=[O:11])[C:5]2(O)[C:12]1[CH:17]=[CH:16][C:15]([O:18][CH3:19])=[CH:14][CH:13]=1.C([SiH](CC)CC)C.FC(F)(F)C(O)=O. The catalyst class is: 11. (2) Reactant: [CH2:1]([C:3]([C:21]1[CH:26]=[CH:25][C:24]([OH:27])=[C:23]([CH3:28])[CH:22]=1)([C:6]1[CH:11]=[CH:10][C:9]([CH2:12][CH2:13][CH:14]([OH:19])[C:15]([CH3:18])([CH3:17])[CH3:16])=[C:8]([CH3:20])[CH:7]=1)[CH2:4][CH3:5])[CH3:2].C([O-])([O-])=O.[K+].[K+].[CH2:35]([O:37][C:38](=[O:44])[CH2:39][CH2:40][CH2:41][CH2:42]Br)[CH3:36].O. Product: [CH2:35]([O:37][C:38](=[O:44])[CH2:39][CH2:40][CH2:41][CH2:42][O:27][C:24]1[CH:25]=[CH:26][C:21]([C:3]([CH2:4][CH3:5])([C:6]2[CH:11]=[CH:10][C:9]([CH2:12][CH2:13][CH:14]([OH:19])[C:15]([CH3:17])([CH3:18])[CH3:16])=[C:8]([CH3:20])[CH:7]=2)[CH2:1][CH3:2])=[CH:22][C:23]=1[CH3:28])[CH3:36]. The catalyst class is: 3. (3) Reactant: [CH3:1][Si:2]1([CH3:18])[CH2:6][C@@H:5]([C:7]([O:9]C)=[O:8])[N:4]([C:11]([O:13][C:14]([CH3:17])([CH3:16])[CH3:15])=[O:12])[CH2:3]1.O.[OH-].[Li+].Cl. Product: [C:14]([O:13][C:11]([N:4]1[C@H:5]([C:7]([OH:9])=[O:8])[CH2:6][Si:2]([CH3:18])([CH3:1])[CH2:3]1)=[O:12])([CH3:17])([CH3:16])[CH3:15]. The catalyst class is: 87. (4) Reactant: [OH:1][C:2]1[C:9]([CH3:10])=[C:8]([CH3:11])[CH:7]=[C:6]([CH3:12])[C:3]=1[CH:4]=O.[C:13](=[C:16](C(OCC)=O)[C:17]([O:19][CH2:20][CH3:21])=[O:18])([CH3:15])[CH3:14].C(=O)([O-])[O-].[K+].[K+]. Product: [CH3:14][C:13]1([CH2:16][C:17]([O:19][CH2:20][CH3:21])=[O:18])[CH:15]=[CH:4][C:3]2[C:2](=[C:9]([CH3:10])[C:8]([CH3:11])=[CH:7][C:6]=2[CH3:12])[O:1]1. The catalyst class is: 9. (5) Reactant: [H-].[Na+].[CH3:3][CH:4]([CH:6]1[CH2:10][N:9]([C:11]2[CH:12]=[N:13][C:14]([C:17]([F:20])([F:19])[F:18])=[CH:15][CH:16]=2)[C:8](=[O:21])[NH:7]1)[CH3:5].Cl[CH2:23][C:24]([NH:26][C:27]1[CH:32]=[CH:31][CH:30]=[C:29]([C:33]([F:36])([F:35])[F:34])[CH:28]=1)=[O:25].C(=O)([O-])O.[Na+]. Product: [O:21]=[C:8]1[N:9]([C:11]2[CH:12]=[N:13][C:14]([C:17]([F:19])([F:18])[F:20])=[CH:15][CH:16]=2)[CH2:10][CH:6]([CH:4]([CH3:3])[CH3:5])[N:7]1[CH2:23][C:24]([NH:26][C:27]1[CH:32]=[CH:31][CH:30]=[C:29]([C:33]([F:34])([F:35])[F:36])[CH:28]=1)=[O:25]. The catalyst class is: 18. (6) Reactant: CN([C:4]([O:8][N:9]1N=NC2C=CC=[N:15][C:10]1=2)=[N+:5](C)C)C.F[P-](F)(F)(F)(F)F.[CH:25]([N:28]([CH2:32][CH3:33])[CH:29]([CH3:31])C)([CH3:27])C.N1CCCC(C(O)=O)C1. Product: [CH2:33]1[CH:31]2[CH:27]([C:4]3[O:8][N:9]=[C:10]([NH2:15])[N:5]=3)[CH2:25][N:28]([CH2:29]2)[CH2:32]1. The catalyst class is: 9.